Task: Predict the reaction yield, written as a fraction of the theoretical maximum amount of product (1.0 means a 100% yield; for example, 0.34 means a 34% yield).. Dataset: Reaction yield outcomes from USPTO patents with 853,638 reactions (1) The reactants are [CH:1]1([C@H:7]([NH:12][C:13]([C:15]2[CH:19]=[C:18]([C:20]3[CH:25]=[CH:24][CH:23]=[CH:22][CH:21]=3)[S:17][C:16]=2[NH:26][C:27]([NH:29][C:30]2[C:35]([Cl:36])=[CH:34][CH:33]=[CH:32][C:31]=2[Cl:37])=[O:28])=[O:14])[C:8]([O:10]C)=[O:9])[CH2:6][CH2:5][CH2:4][CH2:3][CH2:2]1.[OH-].[Li+]. No catalyst specified. The product is [CH:1]1([C@H:7]([NH:12][C:13]([C:15]2[CH:19]=[C:18]([C:20]3[CH:25]=[CH:24][CH:23]=[CH:22][CH:21]=3)[S:17][C:16]=2[NH:26][C:27]([NH:29][C:30]2[C:31]([Cl:37])=[CH:32][CH:33]=[CH:34][C:35]=2[Cl:36])=[O:28])=[O:14])[C:8]([OH:10])=[O:9])[CH2:6][CH2:5][CH2:4][CH2:3][CH2:2]1. The yield is 0.570. (2) The reactants are [C:1](OC(=O)C)(=[O:3])[CH3:2].[NH2:8][CH2:9][C:10]1[CH:11]=[C:12]2[C:16](=[CH:17][CH:18]=1)[N:15]([C:19]1[CH:24]=[C:23]([I:25])[CH:22]=[CH:21][N:20]=1)[N:14]=[C:13]2[C:26]([NH2:28])=[O:27].C(N(CC)CC)C.ClCCl. No catalyst specified. The product is [C:1]([NH:8][CH2:9][C:10]1[CH:11]=[C:12]2[C:16](=[CH:17][CH:18]=1)[N:15]([C:19]1[CH:24]=[C:23]([I:25])[CH:22]=[CH:21][N:20]=1)[N:14]=[C:13]2[C:26]([NH2:28])=[O:27])(=[O:3])[CH3:2]. The yield is 0.290. (3) The reactants are [OH:1][C:2]1[CH:11]=[CH:10][C:5]2[NH:6][C:7](=[O:9])[O:8][C:4]=2[CH:3]=1.N1C=CN=[CH:13]1.Cl[Si:18]([C:21]([CH3:24])([CH3:23])[CH3:22])([CH3:20])[CH3:19].[H-].[Na+].IC. The catalyst is CN(C)C=O.C(OCC)(=O)C. The product is [Si:18]([O:1][C:2]1[CH:11]=[CH:10][C:5]2[N:6]([CH3:13])[C:7](=[O:9])[O:8][C:4]=2[CH:3]=1)([C:21]([CH3:24])([CH3:23])[CH3:22])([CH3:20])[CH3:19]. The yield is 0.720. (4) The reactants are [CH2:1]([C:3]1[NH:7][C:6]([CH:8]=[O:9])=[N:5][C:4]=1[C:10]([F:13])([F:12])[F:11])[CH3:2].Cl([O-])=[O:15].[Na+].P([O-])(O)(O)=O.[Na+].CC(=CC)C. No catalyst specified. The product is [CH2:1]([C:3]1[NH:7][C:6]([C:8]([OH:15])=[O:9])=[N:5][C:4]=1[C:10]([F:12])([F:13])[F:11])[CH3:2]. The yield is 0.990. (5) The reactants are Cl.[Cl:2][C:3]1[CH:4]=[C:5]2[C:9](=[CH:10][CH:11]=1)[NH:8][CH:7]=[C:6]2[CH2:12][CH2:13][NH2:14].[OH:15][CH2:16][C@H:17]([NH:25][C:26](=[O:30])[C:27](O)=[O:28])[CH2:18][C:19]1[CH:24]=[CH:23][CH:22]=[CH:21][CH:20]=1.CN(C(ON1N=NC2C=CC=NC1=2)=[N+](C)C)C.F[P-](F)(F)(F)(F)F.C(N(CC)C(C)C)(C)C. The yield is 0.630. The catalyst is CN(C=O)C. The product is [Cl:2][C:3]1[CH:4]=[C:5]2[C:9](=[CH:10][CH:11]=1)[NH:8][CH:7]=[C:6]2[CH2:12][CH2:13][NH:14][C:27](=[O:28])[C:26]([NH:25][C@H:17]([CH2:18][C:19]1[CH:20]=[CH:21][CH:22]=[CH:23][CH:24]=1)[CH2:16][OH:15])=[O:30].